Dataset: Peptide-MHC class I binding affinity with 185,985 pairs from IEDB/IMGT. Task: Regression. Given a peptide amino acid sequence and an MHC pseudo amino acid sequence, predict their binding affinity value. This is MHC class I binding data. (1) The peptide sequence is GKIKGKYSY. The MHC is HLA-A03:01 with pseudo-sequence HLA-A03:01. The binding affinity (normalized) is 0.0847. (2) The peptide sequence is MVTGGIRRR. The MHC is HLA-A31:01 with pseudo-sequence HLA-A31:01. The binding affinity (normalized) is 0.489.